This data is from NCI-60 drug combinations with 297,098 pairs across 59 cell lines. The task is: Regression. Given two drug SMILES strings and cell line genomic features, predict the synergy score measuring deviation from expected non-interaction effect. (1) Drug 1: C1CC(=O)NC(=O)C1N2C(=O)C3=CC=CC=C3C2=O. Drug 2: COCCOC1=C(C=C2C(=C1)C(=NC=N2)NC3=CC=CC(=C3)C#C)OCCOC.Cl. Cell line: HT29. Synergy scores: CSS=2.00, Synergy_ZIP=6.45, Synergy_Bliss=8.37, Synergy_Loewe=3.70, Synergy_HSA=2.96. (2) Synergy scores: CSS=16.6, Synergy_ZIP=0.0793, Synergy_Bliss=7.19, Synergy_Loewe=7.23, Synergy_HSA=7.23. Drug 2: CC12CCC3C(C1CCC2O)C(CC4=C3C=CC(=C4)O)CCCCCCCCCS(=O)CCCC(C(F)(F)F)(F)F. Cell line: NCI-H522. Drug 1: CS(=O)(=O)C1=CC(=C(C=C1)C(=O)NC2=CC(=C(C=C2)Cl)C3=CC=CC=N3)Cl. (3) Drug 1: CC1=C2C(C(=O)C3(C(CC4C(C3C(C(C2(C)C)(CC1OC(=O)C(C(C5=CC=CC=C5)NC(=O)OC(C)(C)C)O)O)OC(=O)C6=CC=CC=C6)(CO4)OC(=O)C)O)C)O. Drug 2: C1CN(P(=O)(OC1)NCCCl)CCCl. Cell line: SF-539. Synergy scores: CSS=5.00, Synergy_ZIP=-3.64, Synergy_Bliss=-4.32, Synergy_Loewe=-8.68, Synergy_HSA=-3.40. (4) Drug 1: C1=NC2=C(N1)C(=S)N=C(N2)N. Drug 2: C1CC(=O)NC(=O)C1N2C(=O)C3=CC=CC=C3C2=O. Cell line: SK-MEL-28. Synergy scores: CSS=7.92, Synergy_ZIP=-2.41, Synergy_Bliss=0.612, Synergy_Loewe=-8.82, Synergy_HSA=-1.05.